Dataset: Full USPTO retrosynthesis dataset with 1.9M reactions from patents (1976-2016). Task: Predict the reactants needed to synthesize the given product. (1) Given the product [Cl:1][C:2]1[CH:7]=[CH:6][NH:5][C:4](=[O:8])[C:3]=1[C:10]1[NH:11][C:12]2=[CH:20][C:19]3[C:18](=[O:21])[N:17]([CH2:22][C@@H:23]([OH:26])[CH2:24][OH:25])[C:16](=[O:27])[C:15]=3[CH:14]=[C:13]2[N:28]=1, predict the reactants needed to synthesize it. The reactants are: [Cl:1][C:2]1[CH:7]=[CH:6][N:5]=[C:4]([O:8]C)[C:3]=1[C:10]1[NH:28][C:13]2=[CH:14][C:15]3[C:16](=[O:27])[N:17]([CH2:22][C@@H:23]([OH:26])[CH2:24][OH:25])[C:18](=[O:21])[C:19]=3[CH:20]=[C:12]2[N:11]=1.Cl. (2) Given the product [F:30][C:14]1[CH:15]=[C:16]([NH:19][C:20](=[O:29])[O:21][CH2:22][C:23]2[CH:28]=[CH:27][CH:26]=[CH:25][CH:24]=2)[CH:17]=[CH:18][C:13]=1[N:11]1[CH:12]=[C:8]([C:6]#[N:5])[CH:9]=[N:10]1, predict the reactants needed to synthesize it. The reactants are: S(Cl)(Cl)=O.[NH2:5][C:6]([C:8]1[CH:9]=[N:10][N:11]([C:13]2[CH:18]=[CH:17][C:16]([NH:19][C:20](=[O:29])[O:21][CH2:22][C:23]3[CH:28]=[CH:27][CH:26]=[CH:25][CH:24]=3)=[CH:15][C:14]=2[F:30])[CH:12]=1)=O.